Dataset: Full USPTO retrosynthesis dataset with 1.9M reactions from patents (1976-2016). Task: Predict the reactants needed to synthesize the given product. (1) The reactants are: [C:1]([O:5][C:6]([N:8]1[CH2:13][CH2:12][NH:11][CH2:10][CH2:9]1)=[O:7])([CH3:4])([CH3:3])[CH3:2].[O-]S([O-])(=O)=O.[Mg+2].[CH2:20]([C@@H:22]1[O:24][CH2:23]1)[Cl:21]. Given the product [C:1]([O:5][C:6]([N:8]1[CH2:13][CH2:12][N:11]([CH2:23][C@@H:22]([OH:24])[CH2:20][Cl:21])[CH2:10][CH2:9]1)=[O:7])([CH3:4])([CH3:2])[CH3:3], predict the reactants needed to synthesize it. (2) Given the product [C:16]1([C:15]#[C:14][C:11]2[CH:12]=[CH:13][C:8]3[N:7]=[C:25]([C:26]4[CH:31]=[CH:30][CH:29]=[C:28]([C:32]5[CH:37]=[CH:36][CH:35]=[CH:34][N:33]=5)[CH:27]=4)[CH2:24][C:23](=[O:39])[NH:22][C:9]=3[CH:10]=2)[CH:17]=[CH:18][CH:19]=[CH:20][CH:21]=1, predict the reactants needed to synthesize it. The reactants are: C(OC(=O)[NH:7][C:8]1[CH:13]=[CH:12][C:11]([C:14]#[C:15][C:16]2[CH:21]=[CH:20][CH:19]=[CH:18][CH:17]=2)=[CH:10][C:9]=1[NH:22][C:23](=[O:39])[CH2:24][C:25](=O)[C:26]1[CH:31]=[CH:30][CH:29]=[C:28]([C:32]2[CH:37]=[CH:36][CH:35]=[CH:34][N:33]=2)[CH:27]=1)(C)(C)C.C(O)(C(F)(F)F)=O. (3) Given the product [C:1]([O:5][C:6](=[O:35])[NH:7][C:8]1([C:12]2[CH:13]=[CH:14][C:15]([C:18]3[C:19]([C:29]4[CH:30]=[CH:31][CH:32]=[CH:33][CH:34]=4)=[CH:20][C:21]4[N:26]([CH3:39])[C:25](=[O:27])[CH2:24][O:23][C:22]=4[N:28]=3)=[CH:16][CH:17]=2)[CH2:11][CH2:10][CH2:9]1)([CH3:4])([CH3:2])[CH3:3], predict the reactants needed to synthesize it. The reactants are: [C:1]([O:5][C:6](=[O:35])[NH:7][C:8]1([C:12]2[CH:17]=[CH:16][C:15]([C:18]3[C:19]([C:29]4[CH:34]=[CH:33][CH:32]=[CH:31][CH:30]=4)=[CH:20][C:21]4[NH:26][C:25](=[O:27])[CH2:24][O:23][C:22]=4[N:28]=3)=[CH:14][CH:13]=2)[CH2:11][CH2:10][CH2:9]1)([CH3:4])([CH3:3])[CH3:2].[H-].[Na+].I[CH3:39].[NH4+].[Cl-]. (4) Given the product [CH3:12][N:11]1[C:10](=[O:13])[CH:9]([CH3:14])[CH2:8][N:7]([CH2:15][CH2:16][CH:17]([CH3:19])[CH3:18])[C:6]2[N:20]=[C:2]([NH:21][C:22]3[CH:37]=[CH:36][C:25]([C:26]([NH:28][CH:29]4[CH2:30][CH2:31][N:32]([CH3:35])[CH2:33][CH2:34]4)=[O:27])=[CH:24][C:23]=3[O:38][CH3:39])[N:3]=[CH:4][C:5]1=2, predict the reactants needed to synthesize it. The reactants are: Cl[C:2]1[N:3]=[CH:4][C:5]2[N:11]([CH3:12])[C:10](=[O:13])[CH:9]([CH3:14])[CH2:8][N:7]([CH2:15][CH2:16][CH:17]([CH3:19])[CH3:18])[C:6]=2[N:20]=1.[NH2:21][C:22]1[CH:37]=[CH:36][C:25]([C:26]([NH:28][CH:29]2[CH2:34][CH2:33][N:32]([CH3:35])[CH2:31][CH2:30]2)=[O:27])=[CH:24][C:23]=1[O:38][CH3:39].O.C1(C)C=CC(S(O)(=O)=O)=CC=1. (5) The reactants are: Br[CH2:2][C:3]1[CH:8]=[N:7][C:6]([Cl:9])=[CH:5][N:4]=1.[C-:10]#[N:11].[K+].O. Given the product [Cl:9][C:6]1[N:7]=[CH:8][C:3]([CH2:2][C:10]#[N:11])=[N:4][CH:5]=1, predict the reactants needed to synthesize it.